The task is: Predict which catalyst facilitates the given reaction.. This data is from Catalyst prediction with 721,799 reactions and 888 catalyst types from USPTO. (1) Reactant: [F:1][C:2]1([F:44])[CH2:7][CH2:6][C@@H:5]([NH:8][C:9](=[O:22])[C:10]2[CH:15]=[CH:14][C:13]([N:16]3[CH:20]=[CH:19][C:18]([CH3:21])=[N:17]3)=[CH:12][CH:11]=2)[C@@H:4]([C:23]([N:25]2[C:37]3[C:36]4[CH:35]=[C:34]([F:38])[CH:33]=[CH:32][C:31]=4[N:30]=[C:29]([C:39]4[NH:40][CH:41]=[CH:42][N:43]=4)[C:28]=3[CH2:27][CH2:26]2)=[O:24])[CH2:3]1.[ClH:45]. Product: [ClH:45].[F:44][C:2]1([F:1])[CH2:7][CH2:6][C@@H:5]([NH:8][C:9](=[O:22])[C:10]2[CH:15]=[CH:14][C:13]([N:16]3[CH:20]=[CH:19][C:18]([CH3:21])=[N:17]3)=[CH:12][CH:11]=2)[C@@H:4]([C:23]([N:25]2[C:37]3[C:36]4[CH:35]=[C:34]([F:38])[CH:33]=[CH:32][C:31]=4[N:30]=[C:29]([C:39]4[NH:40][CH:41]=[CH:42][N:43]=4)[C:28]=3[CH2:27][CH2:26]2)=[O:24])[CH2:3]1. The catalyst class is: 5. (2) Reactant: [CH3:1][O:2][C:3]1[CH:4]=[C:5]([NH:15][C:16]2[N:25]=[CH:24][C:23]3[CH2:22][CH2:21][CH2:20][CH:19](OS(C)(=O)=O)[C:18]=3[N:17]=2)[CH:6]=[CH:7][C:8]=1[N:9]1[CH:13]=[C:12]([CH3:14])[N:11]=[CH:10]1.[NH:31]1[CH2:35][CH2:34][CH2:33][CH2:32]1.C(N(CC)CC)C. Product: [CH3:1][O:2][C:3]1[CH:4]=[C:5]([NH:15][C:16]2[N:25]=[CH:24][C:23]3[CH2:22][CH2:21][CH2:20][CH:19]([N:31]4[CH2:35][CH2:34][CH2:33][CH2:32]4)[C:18]=3[N:17]=2)[CH:6]=[CH:7][C:8]=1[N:9]1[CH:13]=[C:12]([CH3:14])[N:11]=[CH:10]1. The catalyst class is: 213.